From a dataset of Catalyst prediction with 721,799 reactions and 888 catalyst types from USPTO. Predict which catalyst facilitates the given reaction. (1) Reactant: [C:1]([CH2:4][C@H:5]([OH:45])[CH2:6][C@H:7]([OH:44])[CH2:8][CH2:9][C:10]1[N:14]([CH:15]([CH3:17])[CH3:16])[C:13]([C:18]([NH:20][CH2:21][C:22]2[CH:23]=[C:24]([CH:28]=[CH:29][CH:30]=2)[C:25]([OH:27])=[O:26])=[O:19])=[C:12]([C:31]2[CH:36]=[CH:35][CH:34]=[CH:33][CH:32]=2)[C:11]=1[C:37]1[CH:42]=[CH:41][C:40]([F:43])=[CH:39][CH:38]=1)([OH:3])=[O:2].C(O)C.[OH-].[Na+:50]. Product: [Na+:50].[Na+:50].[C:1]([CH2:4][C@H:5]([OH:45])[CH2:6][C@H:7]([OH:44])[CH2:8][CH2:9][C:10]1[N:14]([CH:15]([CH3:16])[CH3:17])[C:13]([C:18]([NH:20][CH2:21][C:22]2[CH:23]=[C:24]([CH:28]=[CH:29][CH:30]=2)[C:25]([O-:27])=[O:26])=[O:19])=[C:12]([C:31]2[CH:36]=[CH:35][CH:34]=[CH:33][CH:32]=2)[C:11]=1[C:37]1[CH:38]=[CH:39][C:40]([F:43])=[CH:41][CH:42]=1)([OH:3])=[O:2].[C:1]([CH2:4][C@H:5]([OH:45])[CH2:6][C@H:7]([OH:44])[CH2:8][CH2:9][C:10]1[N:14]([CH:15]([CH3:16])[CH3:17])[C:13]([C:18]([NH:20][CH2:21][C:22]2[CH:23]=[C:24]([CH:28]=[CH:29][CH:30]=2)[C:25]([O-:27])=[O:26])=[O:19])=[C:12]([C:31]2[CH:36]=[CH:35][CH:34]=[CH:33][CH:32]=2)[C:11]=1[C:37]1[CH:38]=[CH:39][C:40]([F:43])=[CH:41][CH:42]=1)([OH:3])=[O:2]. The catalyst class is: 6. (2) Reactant: [CH3:1][NH:2][CH3:3].[Br:4][C:5]1[CH:6]=[CH:7][C:8]([I:15])=[C:9]([CH2:11][C:12](Cl)=[O:13])[CH:10]=1.CCOC(C)=O. Product: [CH3:1][N:2]([CH3:3])[C:12](=[O:13])[CH2:11][C:9]1[CH:10]=[C:5]([Br:4])[CH:6]=[CH:7][C:8]=1[I:15]. The catalyst class is: 28. (3) Reactant: Cl.[O:2]=[C:3]1[CH2:8][CH2:7][NH:6][CH2:5][CH:4]1[C:9]([O:11][CH3:12])=[O:10].C(=O)([O-])[O-].[Na+].[Na+].[CH3:19][C:20]([O:23][C:24](O[C:24]([O:23][C:20]([CH3:22])([CH3:21])[CH3:19])=[O:25])=[O:25])([CH3:22])[CH3:21]. Product: [O:2]=[C:3]1[CH2:8][CH2:7][N:6]([C:24]([O:23][C:20]([CH3:22])([CH3:21])[CH3:19])=[O:25])[CH2:5][CH:4]1[C:9]([O:11][CH3:12])=[O:10]. The catalyst class is: 90.